From a dataset of Merck oncology drug combination screen with 23,052 pairs across 39 cell lines. Regression. Given two drug SMILES strings and cell line genomic features, predict the synergy score measuring deviation from expected non-interaction effect. (1) Drug 1: CC1CC2C3CCC4=CC(=O)C=CC4(C)C3(F)C(O)CC2(C)C1(O)C(=O)CO. Drug 2: C=CCn1c(=O)c2cnc(Nc3ccc(N4CCN(C)CC4)cc3)nc2n1-c1cccc(C(C)(C)O)n1. Cell line: SKOV3. Synergy scores: synergy=29.9. (2) Synergy scores: synergy=-14.7. Drug 2: COC1=C2CC(C)CC(OC)C(O)C(C)C=C(C)C(OC(N)=O)C(OC)C=CC=C(C)C(=O)NC(=CC1=O)C2=O. Drug 1: COC1CC2CCC(C)C(O)(O2)C(=O)C(=O)N2CCCCC2C(=O)OC(C(C)CC2CCC(OP(C)(C)=O)C(OC)C2)CC(=O)C(C)C=C(C)C(O)C(OC)C(=O)C(C)CC(C)C=CC=CC=C1C. Cell line: UWB1289BRCA1. (3) Drug 1: Nc1ccn(C2OC(CO)C(O)C2(F)F)c(=O)n1. Drug 2: CCc1cnn2c(NCc3ccc[n+]([O-])c3)cc(N3CCCCC3CCO)nc12. Cell line: A427. Synergy scores: synergy=-10.2.